This data is from NCI-60 drug combinations with 297,098 pairs across 59 cell lines. The task is: Regression. Given two drug SMILES strings and cell line genomic features, predict the synergy score measuring deviation from expected non-interaction effect. (1) Drug 1: C1=NC(=NC(=O)N1C2C(C(C(O2)CO)O)O)N. Drug 2: CC1=C(N=C(N=C1N)C(CC(=O)N)NCC(C(=O)N)N)C(=O)NC(C(C2=CN=CN2)OC3C(C(C(C(O3)CO)O)O)OC4C(C(C(C(O4)CO)O)OC(=O)N)O)C(=O)NC(C)C(C(C)C(=O)NC(C(C)O)C(=O)NCCC5=NC(=CS5)C6=NC(=CS6)C(=O)NCCC[S+](C)C)O. Cell line: CAKI-1. Synergy scores: CSS=54.9, Synergy_ZIP=-6.37, Synergy_Bliss=-5.88, Synergy_Loewe=0.797, Synergy_HSA=3.35. (2) Drug 1: C1=CC(=C2C(=C1NCCNCCO)C(=O)C3=C(C=CC(=C3C2=O)O)O)NCCNCCO. Drug 2: CCCCC(=O)OCC(=O)C1(CC(C2=C(C1)C(=C3C(=C2O)C(=O)C4=C(C3=O)C=CC=C4OC)O)OC5CC(C(C(O5)C)O)NC(=O)C(F)(F)F)O. Cell line: MDA-MB-435. Synergy scores: CSS=11.4, Synergy_ZIP=-5.09, Synergy_Bliss=-0.957, Synergy_Loewe=-8.72, Synergy_HSA=-2.18. (3) Drug 1: CC1=C2C(C(=O)C3(C(CC4C(C3C(C(C2(C)C)(CC1OC(=O)C(C(C5=CC=CC=C5)NC(=O)OC(C)(C)C)O)O)OC(=O)C6=CC=CC=C6)(CO4)OC(=O)C)OC)C)OC. Drug 2: C1CCC(CC1)NC(=O)N(CCCl)N=O. Cell line: SK-MEL-2. Synergy scores: CSS=62.0, Synergy_ZIP=7.57, Synergy_Bliss=7.02, Synergy_Loewe=-5.62, Synergy_HSA=9.61. (4) Synergy scores: CSS=7.14, Synergy_ZIP=-0.207, Synergy_Bliss=7.43, Synergy_Loewe=-0.398, Synergy_HSA=3.84. Cell line: HS 578T. Drug 1: CC12CCC(CC1=CCC3C2CCC4(C3CC=C4C5=CN=CC=C5)C)O. Drug 2: CC1CCCC2(C(O2)CC(NC(=O)CC(C(C(=O)C(C1O)C)(C)C)O)C(=CC3=CSC(=N3)C)C)C.